Task: Predict the product of the given reaction.. Dataset: Forward reaction prediction with 1.9M reactions from USPTO patents (1976-2016) (1) Given the reactants CCO.C1COCC1.[CH3:9][O:10]/[N:11]=[C:12](/[C:36]1[CH:41]=[CH:40][CH:39]=[CH:38][CH:37]=1)\[CH2:13][O:14][C:15]1[CH:35]=[CH:34][C:18]([CH2:19][O:20][C:21]2[CH:33]=[CH:32][C:24]([O:25][CH2:26][C:27]([O:29]CC)=[O:28])=[CH:23][CH:22]=2)=[CH:17][CH:16]=1.[OH-].[Na+], predict the reaction product. The product is: [CH3:9][O:10]/[N:11]=[C:12](/[C:36]1[CH:41]=[CH:40][CH:39]=[CH:38][CH:37]=1)\[CH2:13][O:14][C:15]1[CH:35]=[CH:34][C:18]([CH2:19][O:20][C:21]2[CH:33]=[CH:32][C:24]([O:25][CH2:26][C:27]([OH:29])=[O:28])=[CH:23][CH:22]=2)=[CH:17][CH:16]=1. (2) Given the reactants [F:1][C:2]1[CH:3]=[CH:4][C:5]([OH:11])=[C:6]([CH:10]=1)[C:7]([OH:9])=O.[Cl:12][C:13]1[CH:19]=[C:18]([N+:20]([O-:22])=[O:21])[CH:17]=[CH:16][C:14]=1[NH2:15], predict the reaction product. The product is: [F:1][C:2]1[CH:3]=[CH:4][C:5]([OH:11])=[C:6]([CH:10]=1)[C:7]([NH:15][C:14]1[CH:16]=[CH:17][C:18]([N+:20]([O-:22])=[O:21])=[CH:19][C:13]=1[Cl:12])=[O:9]. (3) Given the reactants Cl.Cl.[CH3:3][C:4]1[CH:5]=[C:6]([N:10]2[CH2:15][CH2:14][NH:13][CH2:12][CH2:11]2)[CH:7]=[CH:8][CH:9]=1.Cl[C:17]1[CH:18]=[CH:19][C:20]2[N:21]([C:23]([C:26]([F:29])([F:28])[F:27])=[N:24][N:25]=2)[N:22]=1, predict the reaction product. The product is: [CH3:3][C:4]1[CH:5]=[C:6]([N:10]2[CH2:15][CH2:14][N:13]([C:17]3[CH:18]=[CH:19][C:20]4[N:21]([C:23]([C:26]([F:27])([F:29])[F:28])=[N:24][N:25]=4)[N:22]=3)[CH2:12][CH2:11]2)[CH:7]=[CH:8][CH:9]=1. (4) Given the reactants [Cl:1][C:2]1[CH:10]=[C:9]2[C:5]([C:6]([C:11]([N:13]3[CH2:18][CH2:17][N:16]([C:19]4[CH:24]=[CH:23][CH:22]=[CH:21][C:20]=4[F:25])[CH2:15][CH2:14]3)=[O:12])=[CH:7][NH:8]2)=[CH:4][CH:3]=1.Cl[CH2:27][CH2:28][N:29]([CH3:31])[CH3:30], predict the reaction product. The product is: [Cl:1][C:2]1[CH:10]=[C:9]2[C:5]([C:6]([C:11]([N:13]3[CH2:18][CH2:17][N:16]([C:19]4[CH:24]=[CH:23][CH:22]=[CH:21][C:20]=4[F:25])[CH2:15][CH2:14]3)=[O:12])=[CH:7][N:8]2[CH2:27][CH2:28][N:29]([CH3:31])[CH3:30])=[CH:4][CH:3]=1. (5) Given the reactants [C:1]([O:5][C:6]([N:8]1[CH2:13][CH2:12][CH:11]([C:14]2[S:15][CH:16]=[C:17]([C:19](O)=[O:20])[CH:18]=2)[CH2:10][CH2:9]1)=[O:7])([CH3:4])([CH3:3])[CH3:2].C(N(CC)CC)C.CN(C(ON1N=NC2C=CC=NC1=2)=[N+](C)C)C.F[P-](F)(F)(F)(F)F.[NH:53]1[CH:62]2[CH:57]([CH2:58][CH2:59][CH2:60][CH2:61]2)[CH2:56][CH2:55][CH2:54]1, predict the reaction product. The product is: [C:1]([O:5][C:6]([N:8]1[CH2:9][CH2:10][CH:11]([C:14]2[S:15][CH:16]=[C:17]([C:19]([N:53]3[C@@H:62]4[C@@H:57]([CH2:58][CH2:59][CH2:60][CH2:61]4)[CH2:56][CH2:55][CH2:54]3)=[O:20])[CH:18]=2)[CH2:12][CH2:13]1)=[O:7])([CH3:4])([CH3:2])[CH3:3]. (6) Given the reactants [NH2:1][CH2:2][C:3]1[CH:8]=[CH:7][C:6]([S:9]([N:12]([CH2:24][C:25]2[CH:30]=[CH:29][CH:28]=[CH:27][CH:26]=2)[C:13]2[C:18]([Cl:19])=[CH:17][C:16]([C:20]([F:23])([F:22])[F:21])=[CH:15][N:14]=2)(=[O:11])=[O:10])=[CH:5][CH:4]=1.[CH3:31][N:32]([CH3:37])[S:33](Cl)(=[O:35])=[O:34], predict the reaction product. The product is: [CH2:24]([N:12]([C:13]1[C:18]([Cl:19])=[CH:17][C:16]([C:20]([F:23])([F:22])[F:21])=[CH:15][N:14]=1)[S:9]([C:6]1[CH:7]=[CH:8][C:3]([CH2:2][NH:1][S:33](=[O:35])(=[O:34])[N:32]([CH3:37])[CH3:31])=[CH:4][CH:5]=1)(=[O:11])=[O:10])[C:25]1[CH:26]=[CH:27][CH:28]=[CH:29][CH:30]=1. (7) Given the reactants [F:1][C:2]1[CH:18]=[C:17]([N+:19]([O-])=O)[CH:16]=[CH:15][C:3]=1[O:4][C:5]1[C:10]2=[C:11]([CH3:14])[CH:12]=[CH:13][N:9]2[N:8]=[CH:7][N:6]=1.[Cl-].[NH4+:23].[CH3:24][OH:25], predict the reaction product. The product is: [F:1][C:2]1[CH:18]=[C:17]([NH:19][C:24]([C:10]2[C:5](=[O:4])[N:23]([C:16]3[CH:17]=[CH:18][C:2]([F:1])=[CH:3][CH:15]=3)[CH:13]=[CH:12][CH:11]=2)=[O:25])[CH:16]=[CH:15][C:3]=1[O:4][C:5]1[C:10]2=[C:11]([CH3:14])[CH:12]=[CH:13][N:9]2[N:8]=[CH:7][N:6]=1.